Predict which catalyst facilitates the given reaction. From a dataset of Catalyst prediction with 721,799 reactions and 888 catalyst types from USPTO. (1) Product: [C:21]([O:20][C:18]([N:25]1[CH2:28][CH:27]([O:10][C:8]2[CH:9]=[C:2]([F:1])[C:3]([CH:4]=[O:5])=[C:6]([F:11])[CH:7]=2)[CH2:26]1)=[O:19])([CH3:24])([CH3:22])[CH3:23]. Reactant: [F:1][C:2]1[CH:9]=[C:8]([OH:10])[CH:7]=[C:6]([F:11])[C:3]=1[CH:4]=[O:5].C(=O)([O-])[O-].[Cs+].[Cs+].[C:18]([N:25]1[CH2:28][CH:27](I)[CH2:26]1)([O:20][C:21]([CH3:24])([CH3:23])[CH3:22])=[O:19]. The catalyst class is: 9. (2) Reactant: Br[C:2]1[CH:24]=[C:23]([F:25])[CH:22]=[CH:21][C:3]=1[O:4][CH2:5][C:6]([N:8]([CH:18]([CH3:20])[CH3:19])[NH:9][C:10](=[O:17])[C:11]1[CH:16]=[CH:15][CH:14]=[CH:13][CH:12]=1)=[O:7].C([O-])([O-])=O.[Na+].[Na+].[C:32]1([CH3:41])[CH:37]=[CH:36][CH:35]=[CH:34][C:33]=1B(O)O. Product: [F:25][C:23]1[CH:22]=[CH:21][C:3]([O:4][CH2:5][C:6]([N:8]([CH:18]([CH3:20])[CH3:19])[NH:9][C:10](=[O:17])[C:11]2[CH:16]=[CH:15][CH:14]=[CH:13][CH:12]=2)=[O:7])=[C:2]([C:33]2[CH:34]=[CH:35][CH:36]=[CH:37][C:32]=2[CH3:41])[CH:24]=1. The catalyst class is: 57.